This data is from Forward reaction prediction with 1.9M reactions from USPTO patents (1976-2016). The task is: Predict the product of the given reaction. The product is: [Br:1][C:2]1[CH:10]=[CH:9][C:8]([Br:11])=[CH:7][C:3]=1[C:4]([Cl:14])=[O:5]. Given the reactants [Br:1][C:2]1[CH:10]=[CH:9][C:8]([Br:11])=[CH:7][C:3]=1[C:4](O)=[O:5].S(Cl)([Cl:14])=O, predict the reaction product.